Dataset: Forward reaction prediction with 1.9M reactions from USPTO patents (1976-2016). Task: Predict the product of the given reaction. (1) The product is: [CH:1]1([CH2:7][N:8]2[CH2:9][CH2:10][N:11]([CH2:17][CH:15]3[CH2:16][O:14]3)[CH2:12][CH2:13]2)[CH2:2][CH2:3][CH2:4][CH2:5][CH2:6]1. Given the reactants [CH:1]1([CH2:7][N:8]2[CH2:13][CH2:12][NH:11][CH2:10][CH2:9]2)[CH2:6][CH2:5][CH2:4][CH2:3][CH2:2]1.[O:14]1[CH2:16][CH:15]1[CH2:17]OS(C1C=CC=C([N+]([O-])=O)C=1)(=O)=O, predict the reaction product. (2) Given the reactants COCCOC(N=NC(OCCOC)=O)=O.O[C:18]1[CH:23]=[CH:22][C:21]([C:24]([F:27])([F:26])[F:25])=[CH:20][C:19]=1[NH:28][C:29](=[O:34])[C:30]([O:32][CH3:33])=[O:31].C1(P(C2C=CC=CC=2)C2C=CC=CC=2)C=CC=CC=1, predict the reaction product. The product is: [F:27][C:24]([F:25])([F:26])[C:21]1[CH:22]=[CH:23][C:18]2[O:34][C:29]([C:30]([O:32][CH3:33])=[O:31])=[N:28][C:19]=2[CH:20]=1. (3) The product is: [C:1]([C:6]1[CH:7]=[C:8]([Cl:28])[C:9]([N:19]2[CH2:20][CH2:21][CH:22]([C:25]([NH:41][S:38]([CH2:37][C:31]3[CH:32]=[CH:33][C:34]([F:36])=[CH:35][C:30]=3[F:29])(=[O:39])=[O:40])=[O:26])[CH2:23][CH2:24]2)=[N:10][C:11]=1[CH2:12][N:13]1[CH2:17][CH2:16][CH2:15][C:14]1=[O:18])(=[O:5])[CH2:2][CH2:3][CH3:4]. Given the reactants [C:1]([C:6]1[CH:7]=[C:8]([Cl:28])[C:9]([N:19]2[CH2:24][CH2:23][CH:22]([C:25](O)=[O:26])[CH2:21][CH2:20]2)=[N:10][C:11]=1[CH2:12][N:13]1[CH2:17][CH2:16][CH2:15][C:14]1=[O:18])(=[O:5])[CH2:2][CH2:3][CH3:4].[F:29][C:30]1[CH:35]=[C:34]([F:36])[CH:33]=[CH:32][C:31]=1[CH2:37][S:38]([NH2:41])(=[O:40])=[O:39], predict the reaction product. (4) Given the reactants [C:1]([O:5][C:6]([N:8]1[CH2:13][CH2:12][CH:11]([O:14][C:15]2[C:16](C(O)=O)=[N:17][N:18]([C:22]3[CH:27]=[CH:26][C:25]([Cl:28])=[C:24]([Cl:29])[CH:23]=3)[C:19](=[O:21])[CH:20]=2)[CH2:10][CH2:9]1)=[O:7])([CH3:4])([CH3:3])[CH3:2].P([N:49]=[N+]=[N-])(=O)(OC1C=CC=CC=1)OC1C=CC=CC=1.C[Si](C)(C)CCO, predict the reaction product. The product is: [NH2:49][C:16]1[C:15]([O:14][CH:11]2[CH2:12][CH2:13][N:8]([C:6]([O:5][C:1]([CH3:2])([CH3:3])[CH3:4])=[O:7])[CH2:9][CH2:10]2)=[CH:20][C:19](=[O:21])[N:18]([C:22]2[CH:27]=[CH:26][C:25]([Cl:28])=[C:24]([Cl:29])[CH:23]=2)[N:17]=1. (5) Given the reactants [C:1]([N:4]1[CH2:9][CH2:8][N:7]([C:10]2[N:15]=[C:14]([O:16][CH2:17][CH3:18])[C:13]([NH:19][C:20]([C:22]3[C:26]4[C:27](=[O:43])[N:28]([CH2:31][CH2:32][CH2:33][CH2:34][O:35]CC5C=CC=CC=5)[CH2:29][CH2:30][C:25]=4[O:24][CH:23]=3)=[O:21])=[CH:12][CH:11]=2)[CH2:6][CH2:5]1)(=[O:3])[CH3:2].C(N1CCN(C2N=C(OCC)C(NC(C3C4C(=O)N(CCOCC5C=CC=CC=5)CCC=4OC=3)=O)=CC=2)CC1)(=O)C, predict the reaction product. The product is: [C:1]([N:4]1[CH2:5][CH2:6][N:7]([C:10]2[N:15]=[C:14]([O:16][CH2:17][CH3:18])[C:13]([NH:19][C:20]([C:22]3[C:26]4[C:27](=[O:43])[N:28]([CH2:31][CH2:32][CH2:33][CH2:34][OH:35])[CH2:29][CH2:30][C:25]=4[O:24][CH:23]=3)=[O:21])=[CH:12][CH:11]=2)[CH2:8][CH2:9]1)(=[O:3])[CH3:2]. (6) The product is: [F:43][C:37]1[CH:38]=[C:39]([F:42])[CH:40]=[CH:41][C:36]=1[O:35][C:32]1[CH:33]=[C:34]2[C:29](=[CH:30][C:31]=1[C:44]([NH:2][C@H:3]1[CH2:7][CH2:6][N:5]([CH2:8][CH2:9][OH:10])[C:4]1=[O:11])=[O:45])[N:28]([CH2:47][CH:48]([CH3:50])[CH3:49])[N:27]=[CH:26]2. Given the reactants Cl.[NH2:2][C@H:3]1[CH2:7][CH2:6][N:5]([CH2:8][CH2:9][OH:10])[C:4]1=[O:11].C(N(CC)CC)C.O=C1CCC(=O)N1[C:26]1[C:34]2[C:29](=[CH:30][C:31]([C:44]([O-])=[O:45])=[C:32]([O:35][C:36]3[CH:41]=[CH:40][C:39]([F:42])=[CH:38][C:37]=3[F:43])[CH:33]=2)[N:28]([CH2:47][CH:48]([CH3:50])[CH3:49])[N:27]=1, predict the reaction product. (7) Given the reactants [CH3:1][O:2][C:3]1[CH:4]=[C:5]([C:11]2[S:15][C:14]3=[N:16][C:17]([CH3:20])=[C:18](I)[N:13]3[N:12]=2)[CH:6]=[CH:7][C:8]=1[O:9][CH3:10].CC1(C)C(C)(C)OB([C:29]2[CH:30]=[C:31]([C:36]([F:39])([F:38])[F:37])[C:32]([NH2:35])=[N:33][CH:34]=2)O1.C(Cl)Cl.C(=O)([O-])[O-].[Cs+].[Cs+], predict the reaction product. The product is: [CH3:1][O:2][C:3]1[CH:4]=[C:5]([C:11]2[S:15][C:14]3=[N:16][C:17]([CH3:20])=[C:18]([C:29]4[CH:30]=[C:31]([C:36]([F:39])([F:38])[F:37])[C:32]([NH2:35])=[N:33][CH:34]=4)[N:13]3[N:12]=2)[CH:6]=[CH:7][C:8]=1[O:9][CH3:10]. (8) Given the reactants Br[C:2]1[CH:6]=[C:5]([CH3:7])[S:4][C:3]=1[CH:8]=[O:9].[Na+].[N:11]1[CH:16]=[CH:15][CH:14]=[CH:13][C:12]=1[S:17]([O-:19])=[O:18], predict the reaction product. The product is: [CH3:7][C:5]1[S:4][C:3]([CH:8]=[O:9])=[C:2]([S:17]([C:12]2[CH:13]=[CH:14][CH:15]=[CH:16][N:11]=2)(=[O:19])=[O:18])[CH:6]=1. (9) The product is: [NH2:20][C:18]1[N:19]=[C:14]([C:7]2[CH:8]=[CH:9][C:4]([C:1](=[O:3])[CH3:2])=[CH:5][CH:6]=2)[CH:15]=[C:16]([NH:21][CH3:22])[N:17]=1. Given the reactants [C:1]([C:4]1[CH:9]=[CH:8][C:7](B(O)O)=[CH:6][CH:5]=1)(=[O:3])[CH3:2].I[C:14]1[N:19]=[C:18]([NH2:20])[N:17]=[C:16]([NH:21][CH3:22])[CH:15]=1, predict the reaction product. (10) Given the reactants [F:1][C:2]1[CH:3]=[C:4]([C@@H:9]2[CH2:13][N:12]([CH2:14][CH2:15][O:16][CH3:17])[CH2:11][C@H:10]2[NH2:18])[CH:5]=[CH:6][C:7]=1[F:8].[CH2:19]([N:21]1[CH:25]=[C:24]([C:26]2[C:30]([CH3:31])=[C:29]([NH:32][C:33](=O)[O:34]C3C=CC=CC=3)[N:28]([C:42]3[CH:47]=[CH:46][CH:45]=[CH:44][CH:43]=3)[N:27]=2)[CH:23]=[N:22]1)[CH3:20].CCN(C(C)C)C(C)C, predict the reaction product. The product is: [F:1][C:2]1[CH:3]=[C:4]([C@@H:9]2[CH2:13][N:12]([CH2:14][CH2:15][O:16][CH3:17])[CH2:11][C@H:10]2[NH:18][C:33]([NH:32][C:29]2[N:28]([C:42]3[CH:43]=[CH:44][CH:45]=[CH:46][CH:47]=3)[N:27]=[C:26]([C:24]3[CH:23]=[N:22][N:21]([CH2:19][CH3:20])[CH:25]=3)[C:30]=2[CH3:31])=[O:34])[CH:5]=[CH:6][C:7]=1[F:8].